From a dataset of Forward reaction prediction with 1.9M reactions from USPTO patents (1976-2016). Predict the product of the given reaction. (1) Given the reactants [CH3:1][CH:2]([CH3:14])[C@H:3]([NH:7][C:8]([O:10][CH:11]([CH3:13])[CH3:12])=[O:9])[C:4]([OH:6])=O.C(N1C=CN=C1)(N1C=CN=C1)=O.[NH2:27][C@@H:28]([CH:40]([CH3:42])[CH3:41])[CH2:29][NH:30][C:31]([C:33]1[CH:38]=[CH:37][CH:36]=[C:35]([Cl:39])[N:34]=1)=[O:32], predict the reaction product. The product is: [Cl:39][C:35]1[N:34]=[C:33]([C:31]([NH:30][CH2:29][C@@H:28]([NH:27][C:4](=[O:6])[C@@H:3]([NH:7][C:8]([O:10][CH:11]([CH3:13])[CH3:12])=[O:9])[CH:2]([CH3:1])[CH3:14])[CH:40]([CH3:41])[CH3:42])=[O:32])[CH:38]=[CH:37][CH:36]=1. (2) Given the reactants [Cl:1][C:2]1[CH:3]=[C:4](B(O)O)[CH:5]=[C:6]([Cl:9])[C:7]=1[Cl:8].Br[C:14]([C:16]([F:19])([F:18])[F:17])=[CH2:15].C([O-])([O-])=O.[K+].[K+], predict the reaction product. The product is: [Cl:1][C:2]1[CH:3]=[C:4]([C:14]([C:16]([F:19])([F:18])[F:17])=[CH2:15])[CH:5]=[C:6]([Cl:9])[C:7]=1[Cl:8]. (3) Given the reactants [CH2:1]([O:8][C:9]1[CH:10]=[C:11]([O:29][C:30]2[CH:35]=[CH:34][C:33]([S:36]([CH3:39])(=[O:38])=[O:37])=[CH:32][CH:31]=2)[CH:12]=[C:13]2[C:17]=1[NH:16][C:15]([C:18]([NH:20][NH:21][C:22](=O)[C:23]([O:25][CH2:26][CH3:27])=[O:24])=O)=[CH:14]2)[C:2]1[CH:7]=[CH:6][CH:5]=[CH:4][CH:3]=1.COC1C=CC(P2(SP(C3C=CC(OC)=CC=3)(=S)S2)=[S:49])=CC=1, predict the reaction product. The product is: [CH2:1]([O:8][C:9]1[CH:10]=[C:11]([O:29][C:30]2[CH:35]=[CH:34][C:33]([S:36]([CH3:39])(=[O:37])=[O:38])=[CH:32][CH:31]=2)[CH:12]=[C:13]2[C:17]=1[NH:16][C:15]([C:18]1[S:49][C:22]([C:23]([O:25][CH2:26][CH3:27])=[O:24])=[N:21][N:20]=1)=[CH:14]2)[C:2]1[CH:3]=[CH:4][CH:5]=[CH:6][CH:7]=1. (4) Given the reactants [F:1][C:2]1[CH:7]=[CH:6][C:5]([C:8]2[O:9][C:10]3[CH:20]=[C:19]([N:21]([CH3:26])[S:22]([CH3:25])(=[O:24])=[O:23])[C:18](B4OC(C)(C)C(C)(C)O4)=[CH:17][C:11]=3[C:12]=2[C:13]([NH:15][CH3:16])=[O:14])=[CH:4][CH:3]=1.Br[C:37]1[CH:38]=[C:39]([C:47]2[NH:48][C:49]3[C:54]([CH:55]=2)=[CH:53][CH:52]=[CH:51][CH:50]=3)[C:40]2[N:41]([CH:43]=[C:44]([CH3:46])[N:45]=2)[CH:42]=1.[O-]P([O-])([O-])=O.[K+].[K+].[K+].CC(C1C=C(C(C)C)C(C2C=CC=CC=2P(C2CCCCC2)C2CCCCC2)=C(C(C)C)C=1)C, predict the reaction product. The product is: [NH:48]1[C:49]2[C:54](=[CH:53][CH:52]=[CH:51][CH:50]=2)[CH:55]=[C:47]1[C:39]1[C:40]2[N:41]([CH:43]=[C:44]([CH3:46])[N:45]=2)[CH:42]=[C:37]([C:18]2[C:19]([N:21]([CH3:26])[S:22]([CH3:25])(=[O:23])=[O:24])=[CH:20][C:10]3[O:9][C:8]([C:5]4[CH:6]=[CH:7][C:2]([F:1])=[CH:3][CH:4]=4)=[C:12]([C:13]([NH:15][CH3:16])=[O:14])[C:11]=3[CH:17]=2)[CH:38]=1.